This data is from Full USPTO retrosynthesis dataset with 1.9M reactions from patents (1976-2016). The task is: Predict the reactants needed to synthesize the given product. (1) Given the product [F:1][C:2]1[CH:3]=[CH:4][CH:5]=[C:6]2[C:11]=1[NH:10][C:9](=[O:12])[C:8]([CH:13]1[CH2:14][CH2:15][N:16]([C:19]([O:21][C@H:22]([CH2:37][C:38]3[CH:39]=[C:40]4[C:44](=[C:45]([CH3:47])[CH:46]=3)[NH:43][N:42]=[CH:41]4)[C:23](=[O:36])[N:24]3[CH2:25][CH2:26][CH:27]([N:30]4[CH2:35][CH2:34][CH2:33][CH2:32][CH2:31]4)[CH2:28][CH2:29]3)=[O:20])[CH2:17][CH2:18]1)=[CH:7]2, predict the reactants needed to synthesize it. The reactants are: [F:1][C:2]1[CH:3]=[CH:4][CH:5]=[C:6]2[C:11]=1[NH:10][C:9](=[O:12])[C:8]([CH:13]1[CH2:18][CH2:17][N:16]([C:19]([O:21][C@H:22]([CH2:37][C:38]3[CH:46]=[C:45]([CH3:47])[C:44]4[C:40](=[CH:41][N:42](COCC[Si](C)(C)C)[N:43]=4)[CH:39]=3)[C:23](=[O:36])[N:24]3[CH2:29][CH2:28][CH:27]([N:30]4[CH2:35][CH2:34][CH2:33][CH2:32][CH2:31]4)[CH2:26][CH2:25]3)=[O:20])[CH2:15][CH2:14]1)=[CH:7]2.Cl. (2) Given the product [Cl:1][C:2]1[N:7]=[C:6]([CH3:8])[N:5]=[C:4]2[N:9]([CH:13]3[CH2:14][CH2:15][CH2:16][CH2:17][O:12]3)[N:10]=[CH:11][C:3]=12, predict the reactants needed to synthesize it. The reactants are: [Cl:1][C:2]1[N:7]=[C:6]([CH3:8])[N:5]=[C:4]2[NH:9][N:10]=[CH:11][C:3]=12.[O:12]1[CH:17]=[CH:16][CH2:15][CH2:14][CH2:13]1.CC1C=CC(S(O)(=O)=O)=CC=1. (3) Given the product [C:11]([C:6]1[CH:5]=[C:4]2[C:9](=[CH:8][CH:7]=1)[NH:1][C:2](=[O:10])[CH2:3]2)(=[O:15])[CH:12]([CH3:14])[CH3:13], predict the reactants needed to synthesize it. The reactants are: [NH:1]1[C:9]2[C:4](=[CH:5][CH:6]=[CH:7][CH:8]=2)[CH2:3][C:2]1=[O:10].[C:11](Cl)(=[O:15])[CH:12]([CH3:14])[CH3:13]. (4) Given the product [C:6]1([C:4]([C:3]2[N:13]=[C:14]3[CH:19]=[CH:18][C:17]([B:20]4[O:24][C:23]([CH3:26])([CH3:25])[C:22]([CH3:28])([CH3:27])[O:21]4)=[CH:16][N:15]3[CH:2]=2)=[O:5])[CH:11]=[CH:10][CH:9]=[CH:8][CH:7]=1, predict the reactants needed to synthesize it. The reactants are: Br[CH2:2][C:3](=O)[C:4]([C:6]1[CH:11]=[CH:10][CH:9]=[CH:8][CH:7]=1)=[O:5].[NH2:13][C:14]1[CH:19]=[CH:18][C:17]([B:20]2[O:24][C:23]([CH3:26])([CH3:25])[C:22]([CH3:28])([CH3:27])[O:21]2)=[CH:16][N:15]=1. (5) Given the product [Br:1][C:2]1[CH:3]=[CH:4][C:5]([C@@H:8]([N:10]2[CH2:11][CH2:12][CH2:13][C:14]([CH2:15][C:16]([CH3:18])=[CH2:17])([C:20]3[CH:21]=[CH:22][CH:23]=[CH:24][CH:25]=3)[O:19][C:27]2=[O:29])[CH3:9])=[CH:6][CH:7]=1, predict the reactants needed to synthesize it. The reactants are: [Br:1][C:2]1[CH:7]=[CH:6][C:5]([C@@H:8]([NH:10][CH2:11][CH2:12][CH2:13][C:14]([C:20]2[CH:25]=[CH:24][CH:23]=[CH:22][CH:21]=2)([OH:19])[CH2:15][C:16]([CH3:18])=[CH2:17])[CH3:9])=[CH:4][CH:3]=1.Cl[C:27](Cl)([O:29]C(=O)OC(Cl)(Cl)Cl)Cl.CCN(CC)CC. (6) Given the product [CH2:1]([NH:4][CH2:32][C:30]1[CH:29]=[CH:28][CH:27]=[C:26]2[C:31]=1[NH:23][CH:24]=[CH:25]2)[CH:2]=[CH2:3], predict the reactants needed to synthesize it. The reactants are: [CH2:1]([NH2:4])[CH:2]=[CH2:3].C(O)(=O)C.C(O[BH-](OC(=O)C)OC(=O)C)(=O)C.[Na+].[NH:23]1[C:31]2[C:26](=[CH:27][CH:28]=[CH:29][C:30]=2[CH:32]=O)[CH:25]=[CH:24]1.